Dataset: Reaction yield outcomes from USPTO patents with 853,638 reactions. Task: Predict the reaction yield, written as a fraction of the theoretical maximum amount of product (1.0 means a 100% yield; for example, 0.34 means a 34% yield). (1) The reactants are Cl[C:2]1[CH:3]=[CH:4][C:5]([N+:10]([O-:12])=[O:11])=[C:6]([O:8][CH3:9])[CH:7]=1.[P:13]([O-:20])([O:17][CH2:18][CH3:19])[O:14][CH2:15][CH3:16].CC1(C)C2C(=C(P(C3C=CC=CC=3)C3C=CC=CC=3)C=CC=2)OC2C(P(C3C=CC=CC=3)C3C=CC=CC=3)=CC=CC1=2.P([O-])([O-])([O-])=O.[K+].[K+].[K+]. The catalyst is CN(C=O)C.C([O-])(=O)C.[Pd+2].C([O-])(=O)C. The product is [CH3:9][O:8][C:6]1[CH:7]=[C:2]([P:13](=[O:20])([O:17][CH2:18][CH3:19])[O:14][CH2:15][CH3:16])[CH:3]=[CH:4][C:5]=1[N+:10]([O-:12])=[O:11]. The yield is 0.330. (2) The yield is 0.610. The catalyst is CCOC(C)=O.C1C=CC([P]([Pd]([P](C2C=CC=CC=2)(C2C=CC=CC=2)C2C=CC=CC=2)([P](C2C=CC=CC=2)(C2C=CC=CC=2)C2C=CC=CC=2)[P](C2C=CC=CC=2)(C2C=CC=CC=2)C2C=CC=CC=2)(C2C=CC=CC=2)C2C=CC=CC=2)=CC=1. The product is [CH2:43]([O:42][C:39]1[N:40]=[CH:41][C:36]([C:23]2[CH:24]=[C:25]3[C:20](=[CH:21][CH:22]=2)[N:19]=[CH:18][N:17]=[C:16]3[C:12]2[CH:11]=[C:10]([C:8]([N:5]3[CH2:6][CH2:7][N:2]([CH3:1])[CH2:3][CH2:4]3)=[O:9])[CH:15]=[CH:14][CH:13]=2)=[CH:37][C:38]=1[C:45]([F:48])([F:47])[F:46])[CH3:44]. The reactants are [CH3:1][N:2]1[CH2:7][CH2:6][N:5]([C:8]([C:10]2[CH:15]=[CH:14][CH:13]=[C:12]([C:16]3[C:25]4[C:20](=[CH:21][CH:22]=[C:23](B5OC(C)(C)C(C)(C)O5)[CH:24]=4)[N:19]=[CH:18][N:17]=3)[CH:11]=2)=[O:9])[CH2:4][CH2:3]1.Br[C:36]1[CH:37]=[C:38]([C:45]([F:48])([F:47])[F:46])[C:39]([O:42][CH2:43][CH3:44])=[N:40][CH:41]=1.COCCOC.C([O-])([O-])=O.[Na+].[Na+]. (3) The product is [CH3:21][N:4]([CH2:3][C:2]([F:1])([F:17])[F:18])[C:5]([C:7]1[CH:16]=[CH:15][C:10]([C:11]([O:13][CH3:14])=[O:12])=[CH:9][N:8]=1)=[O:6]. The reactants are [F:1][C:2]([F:18])([F:17])[CH2:3][NH:4][C:5]([C:7]1[CH:16]=[CH:15][C:10]([C:11]([O:13][CH3:14])=[O:12])=[CH:9][N:8]=1)=[O:6].[H-].[Na+].[CH3:21]I. The yield is 0.610. The catalyst is O1CCCC1. (4) The reactants are [CH3:1][O:2][C:3]1[C:4]([C:10]2[CH:15]=[CH:14][CH:13]=[C:12]([C:16]([F:19])([F:18])[F:17])[CH:11]=2)=[N:5][C:6]([CH3:9])=[CH:7][CH:8]=1.C1C(=O)N([Br:27])C(=O)C1.C(OOC(=O)C1C=CC=CC=1)(=O)C1C=CC=CC=1. The catalyst is C(Cl)(Cl)(Cl)Cl. The product is [Br:27][CH2:9][C:6]1[N:5]=[C:4]([C:10]2[CH:15]=[CH:14][CH:13]=[C:12]([C:16]([F:19])([F:18])[F:17])[CH:11]=2)[C:3]([O:2][CH3:1])=[CH:8][CH:7]=1. The yield is 0.440. (5) The reactants are [CH2:1]([N:5]1[C:9]([NH:10][C:11](=[O:23])[C:12]2[CH:17]=[C:16]([C:18]([F:21])([F:20])[F:19])[CH:15]=[CH:14][C:13]=2[F:22])=[CH:8][C:7]([C:24]([CH3:27])([CH3:26])[CH3:25])=[N:6]1)[CH2:2][CH2:3][CH3:4].F[C:29](F)(F)S(OC)(=O)=O.[NH4+].[OH-]. The catalyst is C1(C)C=CC=CC=1.O.CC(C)=O. The product is [CH2:1]([N:5]1[N:6]([CH3:29])[C:7]([C:24]([CH3:26])([CH3:25])[CH3:27])=[CH:8]/[C:9]/1=[N:10]\[C:11](=[O:23])[C:12]1[CH:17]=[C:16]([C:18]([F:19])([F:21])[F:20])[CH:15]=[CH:14][C:13]=1[F:22])[CH2:2][CH2:3][CH3:4]. The yield is 0.890. (6) The reactants are [N+:1]([C:4]1[CH:9]=[CH:8][C:7]([N:10]2[CH2:15][CH2:14][N:13]([C:16]([O:18][C:19]([CH3:22])([CH3:21])[CH3:20])=[O:17])[CH2:12][CH2:11]2)=[CH:6][CH:5]=1)([O-])=O. The catalyst is CCOC(C)=O.[Pd]. The product is [NH2:1][C:4]1[CH:9]=[CH:8][C:7]([N:10]2[CH2:15][CH2:14][N:13]([C:16]([O:18][C:19]([CH3:22])([CH3:21])[CH3:20])=[O:17])[CH2:12][CH2:11]2)=[CH:6][CH:5]=1. The yield is 0.990. (7) The reactants are [C:1]12([C:11](Cl)=[O:12])[CH2:10][CH:5]3[CH2:6][CH:7]([CH2:9][CH:3]([CH2:4]3)[CH2:2]1)[CH2:8]2.[CH2:14]([Mg]I)[CH3:15].O1CC[CH2:20][CH2:19]1. The catalyst is C(OCC)C. The product is [OH:12][C:11]([C:1]12[CH2:10][CH:5]3[CH2:6][CH:7]([CH2:9][CH:3]([CH2:4]3)[CH2:2]1)[CH2:8]2)([CH2:14][CH3:15])[CH2:19][CH3:20]. The yield is 0.950. (8) The catalyst is CN(C=O)C.O. The product is [S:1]1[C:5]2[CH:6]=[CH:7][CH:8]=[CH:9][C:4]=2[N:3]=[C:2]1[C:10]1[N:11]=[CH:12][N:13]2[C:18](=[O:19])[N:17]([CH2:20][S:21]([CH3:22])=[O:23])[N:16]=[N:15][C:14]=12. The yield is 0.980. The reactants are [S:1]1[C:5]2[CH:6]=[CH:7][CH:8]=[CH:9][C:4]=2[N:3]=[C:2]1[C:10]1[N:11]=[CH:12][N:13]2[C:18](=[O:19])[N:17]([CH2:20][S:21][CH3:22])[N:16]=[N:15][C:14]=12.[OH:23]OS([O-])=O.[K+]. (9) The reactants are [CH3:1][O:2][C:3]1[CH:8]=[CH:7][C:6]([C:9]([F:12])([F:11])[F:10])=[CH:5][C:4]=1/[N:13]=[CH:14]/[N:15]([CH3:17])[CH3:16].[Br:18]N1C(=O)CCC1=O. The catalyst is C(Cl)(Cl)Cl. The product is [Br:18][C:5]1[C:6]([C:9]([F:12])([F:11])[F:10])=[CH:7][CH:8]=[C:3]([O:2][CH3:1])[C:4]=1/[N:13]=[CH:14]/[N:15]([CH3:16])[CH3:17]. The yield is 0.350.